This data is from Forward reaction prediction with 1.9M reactions from USPTO patents (1976-2016). The task is: Predict the product of the given reaction. (1) Given the reactants [NH2:1][C:2]1[S:3][C:4]2[C:9]([N:10]=1)=[CH:8][CH:7]=[C:6]([O:11][C:12]1[CH:13]=[C:14]([NH:19][C:20](=[O:32])[C:21]3[CH:26]=[CH:25][CH:24]=[C:23]([C:27]([C:30]#[N:31])([CH3:29])[CH3:28])[CH:22]=3)[CH:15]=[CH:16][C:17]=1[Cl:18])[N:5]=2.[CH:33]1([C:36](Cl)=[O:37])[CH2:35][CH2:34]1, predict the reaction product. The product is: [Cl:18][C:17]1[CH:16]=[CH:15][C:14]([NH:19][C:20](=[O:32])[C:21]2[CH:26]=[CH:25][CH:24]=[C:23]([C:27]([C:30]#[N:31])([CH3:28])[CH3:29])[CH:22]=2)=[CH:13][C:12]=1[O:11][C:6]1[N:5]=[C:4]2[S:3][C:2]([NH:1][C:36]([CH:33]3[CH2:35][CH2:34]3)=[O:37])=[N:10][C:9]2=[CH:8][CH:7]=1. (2) The product is: [Cl:1][C:2]1[N:6]2[CH:7]=[C:8]([O:15][CH:22]([F:27])[F:26])[CH:9]=[C:10]([C:11]([F:12])([F:14])[F:13])[C:5]2=[N:4][C:3]=1[C:16]([O:18][CH3:19])=[O:17]. Given the reactants [Cl:1][C:2]1[N:6]2[CH:7]=[C:8]([OH:15])[CH:9]=[C:10]([C:11]([F:14])([F:13])[F:12])[C:5]2=[N:4][C:3]=1[C:16]([O:18][CH3:19])=[O:17].[Na+].Cl[C:22]([F:27])([F:26])C([O-])=O.C([O-])([O-])=O.[Cs+].[Cs+], predict the reaction product. (3) The product is: [CH3:19][O:18][CH2:17][O:16][CH2:15][C:14]1[C:9]2[S:8](=[O:21])(=[O:20])[N:7]=[C:6]([CH2:5][C:4]([OH:22])=[O:3])[NH:11][C:10]=2[S:12][CH:13]=1. Given the reactants C([O:3][C:4](=[O:22])[CH2:5][C:6]1[NH:11][C:10]2[S:12][CH:13]=[C:14]([CH2:15][O:16][CH2:17][O:18][CH3:19])[C:9]=2[S:8](=[O:21])(=[O:20])[N:7]=1)C.O.[OH-].[Li+], predict the reaction product. (4) Given the reactants Br[C:2]1[N:6]2[CH:7]=[CH:8][C:9]([C:12]([O:15][Si](CC)(CC)CC)([CH3:14])[CH3:13])=[C:10]([F:11])[C:5]2=[N:4][CH:3]=1.[F:23][C:24]1[CH:29]=[CH:28][C:27](B(O)O)=[CH:26][C:25]=1[C:33]1[CH:34]=[N:35][CH:36]=[CH:37][CH:38]=1, predict the reaction product. The product is: [F:11][C:10]1[C:5]2[N:6]([C:2]([C:27]3[CH:28]=[CH:29][C:24]([F:23])=[C:25]([C:33]4[CH:34]=[N:35][CH:36]=[CH:37][CH:38]=4)[CH:26]=3)=[CH:3][N:4]=2)[CH:7]=[CH:8][C:9]=1[C:12]([OH:15])([CH3:13])[CH3:14].